This data is from Experimentally validated miRNA-target interactions with 360,000+ pairs, plus equal number of negative samples. The task is: Binary Classification. Given a miRNA mature sequence and a target amino acid sequence, predict their likelihood of interaction. (1) The miRNA is hsa-miR-2681-5p with sequence GUUUUACCACCUCCAGGAGACU. The protein sequence of the target gene is MKMKSQATMICCLVFFLSTECSHYRSKIHLKAGDKLQSPEGKPKTGRIQEKCEGPCISSSNCSQPCAKDFHGEIGFTCNQKKWQKSAETCTSLSVEKLFKDSTGASRLSVAAPSIPLHILDFRAPETIESVAQGIRKNCPFDYACITDMVKSSETTSGNIAFIVELLKNISTDLSDNVTREKMKSYSEVANHILDTAAISNWAFIPNKNASSDLLQSVNLFARQLHIHNNSENIVNELFIQTKGFHINHNTSEKSLNFSMSMNNTTEDILGMVQIPRQELRKLWPNASQAISIAFPTLGA.... Result: 0 (no interaction). (2) The miRNA is mmu-miR-1298-5p with sequence UUCAUUCGGCUGUCCAGAUGUA. The protein sequence of the target gene is MSAQTSPAEKGLNPGLMCQESYACSGTDEAIFECDECCSLQCLRCEEELHRQERLRNHERIRLKPGHVPYCDLCKGLSGHLPGVRQRAIVRCQTCKINLCLECQKRTHSGGNKRRHPVTVYNVSNLQESLEAEEMDEETKRKKMTEKVVSFLLVDENEEIQVTNEEDFIRKLDCKPDQHLKVVSIFGNTGDGKSHTLNHTFFYGREVFKTSPTQESCTVGVWAAYDPVHKVAVIDTEGLLGATVNLSQRTRLLLKVLAISDLVIYRTHADRLHNDLFKFLGDASEAYLKHFTKELKATTA.... Result: 0 (no interaction). (3) The miRNA is hsa-let-7g-5p with sequence UGAGGUAGUAGUUUGUACAGUU. The protein sequence of the target gene is MYNMMETELKPPGPQQTSGGGGGNSTAAAAGGNQKNSPDRVKRPMNAFMVWSRGQRRKMAQENPKMHNSEISKRLGAEWKLLSETEKRPFIDEAKRLRALHMKEHPDYKYRPRRKTKTLMKKDKYTLPGGLLAPGGNSMASGVGVGAGLGAGVNQRMDSYAHMNGWSNGSYSMMQDQLGYPQHPGLNAHGAAQMQPMHRYDVSALQYNSMTSSQTYMNGSPTYSMSYSQQGTPGMALGSMGSVVKSEASSSPPVVTSSSHSRAPCQAGDLRDMISMYLPGAEVPEPAAPSRLHMSQHYQS.... Result: 0 (no interaction). (4) The miRNA is hsa-miR-548at-3p with sequence CAAAACCGCAGUAACUUUUGU. The protein sequence of the target gene is MLAVGCALLAALLAAPGAALAPRRCPAQEVARGVLTSLPGDSVTLTCPGVEPEDNATVHWVLRKPAAGSHPSRWAGMGRRLLLRSVQLHDSGNYSCYRAGRPAGTVHLLVDVPPEEPQLSCFRKSPLSNVVCEWGPRSTPSLTTKAVLLVRKFQNSPAEDFQEPCQYSQESQKFSCQLAVPEGDSSFYIVSMCVASSVGSKFSKTQTFQGCGILQPDPPANITVTAVARNPRWLSVTWQDPHSWNSSFYRLRFELRYRAERSKTFTTWMVKDLQHHCVIHDAWSGLRHVVQLRAQEEFGQ.... Result: 1 (interaction). (5) The miRNA is mmu-miR-15a-5p with sequence UAGCAGCACAUAAUGGUUUGUG. The protein sequence of the target gene is MEELDGSLSQTRKAHRIEQMVARWLRRSRDSSARAKVAAADGPPGNPAQALTPVRHTVTLDKDVLLQNYGFHISETLPLTVVAVTAGGSAHGKLFPGDQILQMNNELAEDLSCERAADILRETEDALSITVVRCTSGVPKSSFLTEEKRARLKSNPVKVHFAEEVLVSGHSQGNSLLCMPNVLKVYLENGQTKAFKFEANTTVKDIILTVKEKLSIRSIEYFALALEEQYSISRLHLLHEEELVQQVVEREESQDSRCLFRVSFVPKDPLDLLKEDPVAFEYLYLQSCSDVLQERFAVEM.... Result: 1 (interaction). (6) The miRNA is hsa-miR-7158-3p with sequence CUGAACUAGAGAUUGGGCCCA. The protein sequence of the target gene is MELNSLLILLEAAEYLERRDREAEHGYASVLPFDGDFAREKTKAAGLVRKAPNNRSSHNELEKHRRAKLRLYLEQLKQLVPLGPDSTRHTTLSLLKRAKVHIKKLEEQDRRALSIKEQLQQEHRFLKRRLEQLSVQSVERVRTDSTGSAVSTDDSEQEVDIEGMEFGPGELDSVGSSSDADDHYSLQSGTGGDSGFGPHCRRLGRPALS. Result: 0 (no interaction).